This data is from Full USPTO retrosynthesis dataset with 1.9M reactions from patents (1976-2016). The task is: Predict the reactants needed to synthesize the given product. (1) Given the product [CH2:1]([C:8]1[CH:25]=[CH:24][C:23]([N+:26]([O-:28])=[O:27])=[CH:22][C:9]=1[C:10]([NH:12][C@@H:13]([CH2:18][CH2:19][S:20][CH3:21])[C:14]([OH:16])=[O:15])=[O:11])[C:2]1[CH:3]=[CH:4][CH:5]=[CH:6][CH:7]=1, predict the reactants needed to synthesize it. The reactants are: [CH2:1]([C:8]1[CH:25]=[CH:24][C:23]([N+:26]([O-:28])=[O:27])=[CH:22][C:9]=1[C:10]([NH:12][C@@H:13]([CH2:18][CH2:19][S:20][CH3:21])[C:14]([O:16]C)=[O:15])=[O:11])[C:2]1[CH:7]=[CH:6][CH:5]=[CH:4][CH:3]=1.[OH-].[Na+]. (2) Given the product [SH:22][C:18]1[CH:19]=[CH:20][CH:21]=[C:16]([O:15][CH3:14])[C:17]=1[C:26](=[O:35])[CH:27]=[CH:28][CH:29]1[CH:30]=[CH:31][CH:32]=[CH:33][CH2:34]1, predict the reactants needed to synthesize it. The reactants are: CN(C)CCN(C)C.C([Li])CCC.[CH3:14][O:15][C:16]1[CH:17]=[C:18]([SH:22])[CH:19]=[CH:20][CH:21]=1.CON(C)[C:26](=[O:35])[CH2:27][CH2:28][C:29]1[CH:34]=[CH:33][CH:32]=[CH:31][CH:30]=1.Cl. (3) Given the product [Br:1][C:2]1[S:3][C:4]([C:7]([NH2:12])=[O:9])=[CH:5][N:6]=1, predict the reactants needed to synthesize it. The reactants are: [Br:1][C:2]1[S:3][C:4]([C:7]([OH:9])=O)=[CH:5][N:6]=1.CC[N:12](C(C)C)C(C)C. (4) The reactants are: Br[C:2]1[CH:3]=[C:4]([CH:10]=[C:11]([C:13]([N:15]2[CH2:19][CH2:18][CH2:17][CH2:16]2)=[O:14])[CH:12]=1)[C:5]([O:7][CH2:8][CH3:9])=[O:6].[Br:20][C:21]1[CH:26]=[CH:25][C:24](B(O)O)=[CH:23][CH:22]=1.C1(C)C=CC=CC=1.C(=O)([O-])[O-].[Cs+].[Cs+]. Given the product [Br:20][C:21]1[CH:26]=[CH:25][C:24]([C:2]2[CH:12]=[C:11]([C:13]([N:15]3[CH2:19][CH2:18][CH2:17][CH2:16]3)=[O:14])[CH:10]=[C:4]([C:5]([O:7][CH2:8][CH3:9])=[O:6])[CH:3]=2)=[CH:23][CH:22]=1, predict the reactants needed to synthesize it. (5) Given the product [CH2:18]([O:8][C:6]1[CH:5]=[CH:4][C:3]([N+:9]([O-:11])=[O:10])=[C:2]([F:1])[CH:7]=1)[C:19]1[CH:24]=[CH:23][CH:22]=[CH:21][CH:20]=1, predict the reactants needed to synthesize it. The reactants are: [F:1][C:2]1[CH:7]=[C:6]([OH:8])[CH:5]=[CH:4][C:3]=1[N+:9]([O-:11])=[O:10].C(=O)([O-])[O-].[Cs+].[Cs+].[CH2:18](Br)[C:19]1[CH:24]=[CH:23][CH:22]=[CH:21][CH:20]=1. (6) The reactants are: C([O:8][C:9]([C@@H:11]([N:15]([C:34](=[O:39])[CH2:35][CH2:36][CH2:37][CH3:38])[CH2:16][C:17]1[CH:22]=[CH:21][C:20]([C:23]2[CH:28]=[CH:27][CH:26]=[CH:25][C:24]=2[C:29]2[NH:33][N:32]=[N:31][N:30]=2)=[CH:19][CH:18]=1)[CH:12]([CH3:14])[CH3:13])=[O:10])C1C=CC=CC=1. Given the product [C:9]([C@@H:11]([N:15]([C:34](=[O:39])[CH2:35][CH2:36][CH2:37][CH3:38])[CH2:16][C:17]1[CH:18]=[CH:19][C:20]([C:23]2[CH:28]=[CH:27][CH:26]=[CH:25][C:24]=2[C:29]2[NH:30][N:31]=[N:32][N:33]=2)=[CH:21][CH:22]=1)[CH:12]([CH3:13])[CH3:14])([OH:10])=[O:8], predict the reactants needed to synthesize it.